From a dataset of Peptide-MHC class II binding affinity with 134,281 pairs from IEDB. Regression. Given a peptide amino acid sequence and an MHC pseudo amino acid sequence, predict their binding affinity value. This is MHC class II binding data. (1) The peptide sequence is PQPQLPYPQPQLPY. The MHC is HLA-DPA10301-DPB10402 with pseudo-sequence HLA-DPA10301-DPB10402. The binding affinity (normalized) is 0.0957. (2) The peptide sequence is YDKFKANVSTVLTGK. The MHC is DRB1_1302 with pseudo-sequence DRB1_1302. The binding affinity (normalized) is 0.796. (3) The peptide sequence is EEKIEIIPIQEEEY. The MHC is HLA-DQA10501-DQB10201 with pseudo-sequence HLA-DQA10501-DQB10201. The binding affinity (normalized) is 0.777. (4) The peptide sequence is IMLLAYYIAAVNIES. The MHC is HLA-DPA10201-DPB11401 with pseudo-sequence HLA-DPA10201-DPB11401. The binding affinity (normalized) is 0.132. (5) The peptide sequence is EVIPTAFKIGKTYTP. The MHC is DRB1_1201 with pseudo-sequence DRB1_1201. The binding affinity (normalized) is 0.364. (6) The peptide sequence is IEEFGTGVFTTRVYMD. The MHC is DRB1_1101 with pseudo-sequence DRB1_1101. The binding affinity (normalized) is 0.344. (7) The peptide sequence is VTKKEEPVNIEAEPP. The MHC is DRB1_0901 with pseudo-sequence DRB1_0901. The binding affinity (normalized) is 0.154.